This data is from Reaction yield outcomes from USPTO patents with 853,638 reactions. The task is: Predict the reaction yield, written as a fraction of the theoretical maximum amount of product (1.0 means a 100% yield; for example, 0.34 means a 34% yield). The reactants are [CH2:1]([Li])[CH2:2][CH2:3]C.[B:6]([O:15][CH:16]([CH3:18])C)([O:11]C(C)C)OC(C)C.Cl.[C:20]([O:23][CH2:24][CH3:25])(=O)[CH3:21].[O:26]1CCC[CH2:27]1. The catalyst is O. The product is [OH:26][CH2:27][CH2:25][CH2:24][O:23][C:20]1[C:21]2[B:6]([OH:11])[O:15][CH2:16][C:18]=2[CH:3]=[CH:2][CH:1]=1. The yield is 0.430.